From a dataset of Catalyst prediction with 721,799 reactions and 888 catalyst types from USPTO. Predict which catalyst facilitates the given reaction. (1) Reactant: [C:1]([O:5][C:6](=[O:23])[C@H:7]([NH:11][S:12]([C:15]1[CH:20]=[CH:19][C:18]([O:21][CH3:22])=[CH:17][CH:16]=1)(=[O:14])=[O:13])[CH:8]([CH3:10])[CH3:9])([CH3:4])([CH3:3])[CH3:2].C(=O)([O-])[O-].[K+].[K+].[N+:30]([C:33]1[CH:34]=[C:35]([CH:38]=[CH:39][C:40]=1[CH3:41])[CH2:36]Cl)([O-:32])=[O:31]. Product: [C:1]([O:5][C:6](=[O:23])[C@H:7]([N:11]([CH2:36][C:35]1[CH:38]=[CH:39][C:40]([CH3:41])=[C:33]([N+:30]([O-:32])=[O:31])[CH:34]=1)[S:12]([C:15]1[CH:20]=[CH:19][C:18]([O:21][CH3:22])=[CH:17][CH:16]=1)(=[O:14])=[O:13])[CH:8]([CH3:10])[CH3:9])([CH3:2])([CH3:3])[CH3:4]. The catalyst class is: 9. (2) Reactant: [Cl:1][C:2]1[CH:26]=[C:25]([O:27][CH3:28])[C:24]([OH:29])=[CH:23][C:3]=1[C:4]([N:6]([CH:20]([CH3:22])[CH3:21])[C@@H:7]1[CH2:12][CH2:11][CH2:10][N:9]([C:13]([O:15][C:16]([CH3:19])([CH3:18])[CH3:17])=[O:14])[CH2:8]1)=[O:5].O[C:31]#[C:32][C:33]([O:35][C:36]([CH3:39])([CH3:38])[CH3:37])=[O:34].C1(P(C2C=CC=CC=2)C2C=CC=CC=2)C=CC=CC=1.N(C(OC(C)C)=O)=NC(OC(C)C)=O. Product: [C:36]([O:35][C:33](=[O:34])[CH2:32][CH2:31][O:29][C:24]1[C:25]([O:27][CH3:28])=[CH:26][C:2]([Cl:1])=[C:3]([CH:23]=1)[C:4]([N:6]([CH:20]([CH3:22])[CH3:21])[C@@H:7]1[CH2:12][CH2:11][CH2:10][N:9]([C:13]([O:15][C:16]([CH3:18])([CH3:17])[CH3:19])=[O:14])[CH2:8]1)=[O:5])([CH3:39])([CH3:38])[CH3:37]. The catalyst class is: 4.